This data is from NCI-60 drug combinations with 297,098 pairs across 59 cell lines. The task is: Regression. Given two drug SMILES strings and cell line genomic features, predict the synergy score measuring deviation from expected non-interaction effect. (1) Drug 1: CC(C)CN1C=NC2=C1C3=CC=CC=C3N=C2N. Drug 2: CC1C(C(CC(O1)OC2CC(CC3=C2C(=C4C(=C3O)C(=O)C5=CC=CC=C5C4=O)O)(C(=O)C)O)N)O. Cell line: NCI-H322M. Synergy scores: CSS=46.1, Synergy_ZIP=2.22, Synergy_Bliss=1.00, Synergy_Loewe=0.0726, Synergy_HSA=1.08. (2) Drug 1: C1=NC(=NC(=O)N1C2C(C(C(O2)CO)O)O)N. Drug 2: CC1=C(C(=CC=C1)Cl)NC(=O)C2=CN=C(S2)NC3=CC(=NC(=N3)C)N4CCN(CC4)CCO. Cell line: PC-3. Synergy scores: CSS=17.7, Synergy_ZIP=-5.26, Synergy_Bliss=-1.41, Synergy_Loewe=-0.414, Synergy_HSA=0.702. (3) Drug 1: CC1=C(C=C(C=C1)NC(=O)C2=CC=C(C=C2)CN3CCN(CC3)C)NC4=NC=CC(=N4)C5=CN=CC=C5. Drug 2: C1=NC(=NC(=O)N1C2C(C(C(O2)CO)O)O)N. Cell line: ACHN. Synergy scores: CSS=-3.47, Synergy_ZIP=-3.49, Synergy_Bliss=-1.44, Synergy_Loewe=-32.0, Synergy_HSA=-14.5. (4) Drug 1: CC1=CC2C(CCC3(C2CCC3(C(=O)C)OC(=O)C)C)C4(C1=CC(=O)CC4)C. Drug 2: CCC1(CC2CC(C3=C(CCN(C2)C1)C4=CC=CC=C4N3)(C5=C(C=C6C(=C5)C78CCN9C7C(C=CC9)(C(C(C8N6C)(C(=O)OC)O)OC(=O)C)CC)OC)C(=O)OC)O.OS(=O)(=O)O. Cell line: NCI/ADR-RES. Synergy scores: CSS=7.28, Synergy_ZIP=4.14, Synergy_Bliss=3.32, Synergy_Loewe=5.69, Synergy_HSA=3.78. (5) Drug 1: CC1=C(C=C(C=C1)C(=O)NC2=CC(=CC(=C2)C(F)(F)F)N3C=C(N=C3)C)NC4=NC=CC(=N4)C5=CN=CC=C5. Drug 2: C#CCC(CC1=CN=C2C(=N1)C(=NC(=N2)N)N)C3=CC=C(C=C3)C(=O)NC(CCC(=O)O)C(=O)O. Cell line: PC-3. Synergy scores: CSS=72.9, Synergy_ZIP=22.2, Synergy_Bliss=0.266, Synergy_Loewe=27.4, Synergy_HSA=1.47. (6) Synergy scores: CSS=24.7, Synergy_ZIP=-6.20, Synergy_Bliss=0.684, Synergy_Loewe=-23.4, Synergy_HSA=1.59. Cell line: SK-MEL-5. Drug 1: C1=CN(C(=O)N=C1N)C2C(C(C(O2)CO)O)O.Cl. Drug 2: CNC(=O)C1=NC=CC(=C1)OC2=CC=C(C=C2)NC(=O)NC3=CC(=C(C=C3)Cl)C(F)(F)F. (7) Drug 1: CC1=C(C=C(C=C1)NC2=NC=CC(=N2)N(C)C3=CC4=NN(C(=C4C=C3)C)C)S(=O)(=O)N.Cl. Drug 2: CC1=C2C(C(=O)C3(C(CC4C(C3C(C(C2(C)C)(CC1OC(=O)C(C(C5=CC=CC=C5)NC(=O)OC(C)(C)C)O)O)OC(=O)C6=CC=CC=C6)(CO4)OC(=O)C)OC)C)OC. Cell line: OVCAR3. Synergy scores: CSS=56.0, Synergy_ZIP=5.79, Synergy_Bliss=6.20, Synergy_Loewe=-34.8, Synergy_HSA=6.22.